This data is from Reaction yield outcomes from USPTO patents with 853,638 reactions. The task is: Predict the reaction yield, written as a fraction of the theoretical maximum amount of product (1.0 means a 100% yield; for example, 0.34 means a 34% yield). (1) The reactants are [CH3:1][CH:2]([N:4]1[CH:8]=[C:7](B2OC(C)(C)C(C)(C)O2)[CH:6]=[N:5]1)[CH3:3].[OH-:18].[Na+].OO. The catalyst is C1COCC1. The product is [CH3:1][CH:2]([N:4]1[CH:8]=[C:7]([OH:18])[CH:6]=[N:5]1)[CH3:3]. The yield is 0.950. (2) The reactants are CS(O[CH:6]=[C:7]([CH:10]1[C@H:17]2[C@H:13]([O:14][C:15]([CH3:19])([CH3:18])[O:16]2)[C@@H:12]([CH2:20][O:21][Si:22]([C:35]([CH3:38])([CH3:37])[CH3:36])([C:29]2[CH:34]=[CH:33][CH:32]=[CH:31][CH:30]=2)[C:23]2[CH:28]=[CH:27][CH:26]=[CH:25][CH:24]=2)[O:11]1)[C:8]#[N:9])(=O)=O.[NH2:39][CH2:40][C:41]#[N:42]. The catalyst is CN(C=O)C.CCOC(C)=O. The product is [Si:22]([O:21][CH2:20][C@@H:12]1[C@H:13]2[O:14][C:15]([CH3:18])([CH3:19])[O:16][C@H:17]2[CH:10]([C:7](=[CH:6][NH:42][CH2:41][C:40]#[N:39])[C:8]#[N:9])[O:11]1)([C:35]([CH3:36])([CH3:37])[CH3:38])([C:29]1[CH:34]=[CH:33][CH:32]=[CH:31][CH:30]=1)[C:23]1[CH:28]=[CH:27][CH:26]=[CH:25][CH:24]=1. The yield is 0.660. (3) The reactants are [Si]([O:8][C:9]1[C:16]([CH2:17][CH2:18][CH3:19])=[CH:15][C:12]([CH:13]=O)=[CH:11][C:10]=1[N+:20]([O-:22])=[O:21])(C(C)(C)C)(C)C.[C:23]1([C:29](=O)[CH2:30][C:31]2[CH:36]=[CH:35][CH:34]=[CH:33][CH:32]=2)[CH:28]=[CH:27][CH:26]=[CH:25][CH:24]=1.[NH2:38][C:39]([NH2:41])=[O:40].Cl. The catalyst is C(O)C. The product is [OH:8][C:9]1[C:16]([CH2:17][CH2:18][CH3:19])=[CH:15][C:12]([CH:13]2[C:30]([C:31]3[CH:36]=[CH:35][CH:34]=[CH:33][CH:32]=3)=[C:29]([C:23]3[CH:28]=[CH:27][CH:26]=[CH:25][CH:24]=3)[NH:41][C:39](=[O:40])[NH:38]2)=[CH:11][C:10]=1[N+:20]([O-:22])=[O:21]. The yield is 0.160. (4) The reactants are C1(P(=O)(C2C=CC=CC=2)C2C=CC=CC=2)C=CC=CC=1.FC(F)(F)S(OS(C(F)(F)F)(=O)=O)(=O)=O.C([S:43][CH:44]([CH2:69][N:70]1[CH2:75][CH2:74][S:73][CH2:72][CH2:71]1)[CH2:45][NH:46][C:47]([C:49]1[NH:50][C:51]2[C:56]([CH:57]=1)=[CH:55][CH:54]=[CH:53][C:52]=2[N:58]([CH3:68])[S:59]([C:62]1[CH:67]=[CH:66][CH:65]=[CH:64][N:63]=1)(=[O:61])=[O:60])=O)C1C=CC=CC=1. The catalyst is ClCCl.C(OCC)(=O)C. The product is [CH3:68][N:58]([C:52]1[CH:53]=[CH:54][CH:55]=[C:56]2[C:51]=1[NH:50][C:49]([C:47]1[S:43][CH:44]([CH2:69][N:70]3[CH2:71][CH2:72][S:73][CH2:74][CH2:75]3)[CH2:45][N:46]=1)=[CH:57]2)[S:59]([C:62]1[CH:67]=[CH:66][CH:65]=[CH:64][N:63]=1)(=[O:60])=[O:61]. The yield is 0.0500. (5) The product is [NH2:17][C:15]1[S:16][CH:10]=[C:9]([C:6]2[CH:7]=[CH:8][C:3]([C:2]([F:13])([F:12])[F:1])=[CH:4][CH:5]=2)[N:14]=1. The yield is 0.775. The reactants are [F:1][C:2]([F:13])([F:12])[C:3]1[CH:8]=[CH:7][C:6]([C:9](=O)[CH3:10])=[CH:5][CH:4]=1.[NH2:14][C:15]([NH2:17])=[S:16]. No catalyst specified. (6) The reactants are O=C1CCC(=O)N1O[C:9]([C:11]1[O:15][C:14]([C:16]2[CH:21]=[CH:20][CH:19]=[CH:18][C:17]=2[Cl:22])=[N:13][C:12]=1[CH2:23][CH3:24])=[O:10].[N:25]1([C:31]2[N:36]=[CH:35][C:34]([NH2:37])=[CH:33][CH:32]=2)[CH2:30][CH2:29][O:28][CH2:27][CH2:26]1. The catalyst is C(#N)C. The product is [N:25]1([C:31]2[N:36]=[CH:35][C:34]([NH:37][C:9]([C:11]3[O:15][C:14]([C:16]4[CH:21]=[CH:20][CH:19]=[CH:18][C:17]=4[Cl:22])=[N:13][C:12]=3[CH2:23][CH3:24])=[O:10])=[CH:33][CH:32]=2)[CH2:30][CH2:29][O:28][CH2:27][CH2:26]1. The yield is 0.520. (7) The reactants are [CH:1]1([C:4]2[C:14]3[O:13][CH2:12][CH2:11][N:10](C(OC(C)(C)C)=O)[CH2:9][C:8]=3[CH:7]=[CH:6][CH:5]=2)[CH2:3][CH2:2]1.C(OCC)(=O)C.[ClH:28]. The catalyst is C(OCC)(=O)C. The product is [ClH:28].[CH:1]1([C:4]2[C:14]3[O:13][CH2:12][CH2:11][NH:10][CH2:9][C:8]=3[CH:7]=[CH:6][CH:5]=2)[CH2:3][CH2:2]1. The yield is 0.540.